This data is from Reaction yield outcomes from USPTO patents with 853,638 reactions. The task is: Predict the reaction yield, written as a fraction of the theoretical maximum amount of product (1.0 means a 100% yield; for example, 0.34 means a 34% yield). (1) The reactants are C(C1C=C(N(CC2C=CC=C(I)C=2)C(=O)CC)C=CC=1)#N.[C:22]([C:24]1[CH:25]=[C:26]([NH:31][C:32](=[O:35])[CH2:33][CH3:34])[CH:27]=[C:28]([F:30])[CH:29]=1)#[N:23].[I:36][C:37]1[CH:44]=[CH:43][C:40]([CH2:41]Br)=[CH:39][CH:38]=1. No catalyst specified. The product is [C:22]([C:24]1[CH:25]=[C:26]([N:31]([CH2:41][C:40]2[CH:43]=[CH:44][C:37]([I:36])=[CH:38][CH:39]=2)[C:32](=[O:35])[CH2:33][CH3:34])[CH:27]=[C:28]([F:30])[CH:29]=1)#[N:23]. The yield is 0.830. (2) The reactants are [Cl:1][C:2]1[N:7]=[C:6](Cl)[CH:5]=[CH:4][N:3]=1.[Cl:9][C:10]1[CH:11]=[C:12]([CH:14]=[CH:15][C:16]=1[F:17])[NH2:13].C(N(C(C)C)CC)(C)C. The catalyst is CC(O)C. The product is [Cl:1][C:2]1[N:7]=[C:6]([NH:13][C:12]2[CH:14]=[CH:15][C:16]([F:17])=[C:10]([Cl:9])[CH:11]=2)[CH:5]=[CH:4][N:3]=1. The yield is 0.462. (3) The reactants are [CH3:1][O:2][C:3]1[CH:8]=[CH:7][CH:6]=[CH:5][C:4]=1[C:9]1[N:14]=[CH:13][N:12]=[C:11]([NH:15][C:16]([CH:18]2[CH2:23][CH2:22][NH:21][CH2:20][CH2:19]2)=[O:17])[CH:10]=1.[CH3:24][S:25]([OH:28])(=[O:27])=[O:26]. The catalyst is CO.C(Cl)(Cl)Cl. The product is [CH3:24][S:25]([OH:28])(=[O:27])=[O:26].[CH3:1][O:2][C:3]1[CH:8]=[CH:7][CH:6]=[CH:5][C:4]=1[C:9]1[N:14]=[CH:13][N:12]=[C:11]([NH:15][C:16]([CH:18]2[CH2:23][CH2:22][NH:21][CH2:20][CH2:19]2)=[O:17])[CH:10]=1. The yield is 0.890. (4) The reactants are [Na+].[I-:2].CN[C@@H]1CCCC[C@H]1NC.Br[C:14]1[C:15]2[CH:22]=[CH:21][CH:20]=[CH:19][C:16]=2[S:17][CH:18]=1.C1(C)C=CC=C(C)C=1. The catalyst is CCCCCC.[Cu]I.COCCOCCOC. The product is [I:2][C:14]1[C:15]2[CH:22]=[CH:21][CH:20]=[CH:19][C:16]=2[S:17][CH:18]=1. The yield is 0.930.